From a dataset of Forward reaction prediction with 1.9M reactions from USPTO patents (1976-2016). Predict the product of the given reaction. (1) Given the reactants [Cl:1][C:2]1[CH:3]=[CH:4][C:5]([OH:8])=[N:6][CH:7]=1.[H-].[Na+].F[C:12]1[CH:21]=[C:20]2[C:15]([C:16]([N:22]3[CH2:27][CH2:26][N:25]([C:28]([O:30][C:31]([CH3:34])([CH3:33])[CH3:32])=[O:29])[CH2:24][CH2:23]3)=[N:17][CH:18]=[N:19]2)=[CH:14][C:13]=1[N+:35]([O-:37])=[O:36], predict the reaction product. The product is: [Cl:1][C:2]1[CH:3]=[CH:4][C:5](=[O:8])[N:6]([C:12]2[CH:21]=[C:20]3[C:15]([C:16]([N:22]4[CH2:23][CH2:24][N:25]([C:28]([O:30][C:31]([CH3:32])([CH3:33])[CH3:34])=[O:29])[CH2:26][CH2:27]4)=[N:17][CH:18]=[N:19]3)=[CH:14][C:13]=2[N+:35]([O-:37])=[O:36])[CH:7]=1. (2) Given the reactants [Cl:1][C:2]1[CH:7]=[CH:6][C:5]([N:8]([S:15]([C:18]2[CH:23]=[CH:22][C:21]([O:24][CH3:25])=[C:20]([O:26][CH3:27])[CH:19]=2)(=[O:17])=[O:16])[CH2:9][CH2:10][NH:11][C:12](=[O:14])[O-])=[C:4]([CH2:28][C:29]2[C:34]([F:35])=[CH:33][CH:32]=[CH:31][C:30]=2[F:36])[CH:3]=1.[CH3:37][NH2:38], predict the reaction product. The product is: [Cl:1][C:2]1[CH:7]=[CH:6][C:5]([N:8]([CH2:9][CH2:10][NH:11][C:12]([NH:38][CH3:37])=[O:14])[S:15]([C:18]2[CH:23]=[CH:22][C:21]([O:24][CH3:25])=[C:20]([O:26][CH3:27])[CH:19]=2)(=[O:17])=[O:16])=[C:4]([CH2:28][C:29]2[C:30]([F:36])=[CH:31][CH:32]=[CH:33][C:34]=2[F:35])[CH:3]=1. (3) Given the reactants C([N:8]([C:13](=[O:35])[C@H:14]([CH2:23][CH2:24][CH2:25][CH2:26][NH:27][C:28]([O:30][C:31]([CH3:34])([CH3:33])[CH3:32])=[O:29])[NH:15][C:16]([O:18][C:19]([CH3:22])([CH3:21])[CH3:20])=[O:17])[CH2:9][C:10]([OH:12])=[O:11])C1C=CC=CC=1, predict the reaction product. The product is: [C:19]([O:18][C:16]([NH:15][C@H:14]([C:13]([NH:8][CH2:9][C:10]([OH:12])=[O:11])=[O:35])[CH2:23][CH2:24][CH2:25][CH2:26][NH:27][C:28]([O:30][C:31]([CH3:32])([CH3:33])[CH3:34])=[O:29])=[O:17])([CH3:20])([CH3:21])[CH3:22]. (4) Given the reactants [CH3:1][C:2]1[C:6]([CH2:7][N:8]2[CH:12]=[C:11]([N:13]3[C:17](=[O:18])[CH2:16][NH:15][C:14]3=[O:19])[CH:10]=[N:9]2)=[C:5]([CH3:20])[O:4][N:3]=1.Br[CH2:22][CH2:23][O:24][C:25]1[CH:30]=[CH:29][CH:28]=[CH:27][CH:26]=1.C(=O)([O-])[O-].[Cs+].[Cs+], predict the reaction product. The product is: [CH3:1][C:2]1[C:6]([CH2:7][N:8]2[CH:12]=[C:11]([N:13]3[C:17](=[O:18])[CH2:16][N:15]([CH2:22][CH2:23][O:24][C:25]4[CH:30]=[CH:29][CH:28]=[CH:27][CH:26]=4)[C:14]3=[O:19])[CH:10]=[N:9]2)=[C:5]([CH3:20])[O:4][N:3]=1. (5) The product is: [CH2:23]([N:30]([S:31]([C:34]1[CH:35]=[CH:36][C:37]([O:40][CH3:41])=[CH:38][CH:39]=1)(=[O:33])=[O:32])[C:2]1[C:7]([C:8]([O:10][CH2:11][CH3:12])=[O:9])=[CH:6][N:5]=[C:4]2[N:13]([C:17]3[CH:22]=[CH:21][CH:20]=[CH:19][CH:18]=3)[N:14]=[C:15]([CH3:16])[C:3]=12)[C:24]1[CH:29]=[CH:28][CH:27]=[CH:26][CH:25]=1. Given the reactants Cl[C:2]1[C:7]([C:8]([O:10][CH2:11][CH3:12])=[O:9])=[CH:6][N:5]=[C:4]2[N:13]([C:17]3[CH:22]=[CH:21][CH:20]=[CH:19][CH:18]=3)[N:14]=[C:15]([CH3:16])[C:3]=12.[CH2:23]([NH:30][S:31]([C:34]1[CH:39]=[CH:38][C:37]([O:40][CH3:41])=[CH:36][CH:35]=1)(=[O:33])=[O:32])[C:24]1[CH:29]=[CH:28][CH:27]=[CH:26][CH:25]=1.[H-].[Na+], predict the reaction product. (6) Given the reactants [ClH:1].[N:2]12[CH2:11][CH:6]3[CH2:7][CH:8]([CH2:10][CH:4]([C@@H:5]3[NH2:12])[CH2:3]1)[CH2:9]2.[C:13]1([C:19]2[CH:20]=[C:21]([C:24](O)=[O:25])[S:22][CH:23]=2)[CH:18]=[CH:17][CH:16]=[CH:15][CH:14]=1.N, predict the reaction product. The product is: [ClH:1].[N:2]12[CH2:11][CH:6]3[CH2:7][CH:8]([CH2:10][CH:4]([C@@H:5]3[NH:12][C:24]([C:21]3[S:22][CH:23]=[C:19]([C:13]4[CH:14]=[CH:15][CH:16]=[CH:17][CH:18]=4)[CH:20]=3)=[O:25])[CH2:3]1)[CH2:9]2. (7) Given the reactants Br[C:2]1[CH:3]=[C:4]([CH:28]=[CH:29][CH:30]=1)[CH2:5][N:6]1[C:10]([CH3:11])=[N:9][C:8]([C:12]2[O:16][N:15]=[C:14]([C:17]3[CH:22]=[CH:21][C:20]([O:23][C:24]([F:27])([F:26])[F:25])=[CH:19][CH:18]=3)[N:13]=2)=[N:7]1.[CH2:31]([Sn](CCCC)(CCCC)C=C)[CH2:32]CC.C([O-])([O-])=O.[K+].[K+], predict the reaction product. The product is: [CH:31]([C:2]1[CH:3]=[C:4]([CH2:5][N:6]2[C:10]([CH3:11])=[N:9][C:8]([C:12]3[O:16][N:15]=[C:14]([C:17]4[CH:22]=[CH:21][C:20]([O:23][C:24]([F:27])([F:25])[F:26])=[CH:19][CH:18]=4)[N:13]=3)=[N:7]2)[CH:28]=[CH:29][CH:30]=1)=[CH2:32]. (8) The product is: [CH3:11][O:12][C:13]1[CH:18]=[CH:17][C:16]([CH2:19][S:20][C:6]2[CH:5]=[CH:4][N:3]=[C:2]([Cl:1])[CH:7]=2)=[CH:15][CH:14]=1. Given the reactants [Cl:1][C:2]1[CH:7]=[C:6]([N+]([O-])=O)[CH:5]=[CH:4][N:3]=1.[CH3:11][O:12][C:13]1[CH:18]=[CH:17][C:16]([CH2:19][SH:20])=[CH:15][CH:14]=1.CN(C=O)C.C(=O)([O-])[O-].[Cs+].[Cs+], predict the reaction product. (9) Given the reactants [O:1]=[C:2]([CH3:19])[CH2:3][C:4]1[CH:9]=[CH:8][C:7]([NH:10][C:11](=[O:18])OCC(Cl)(Cl)Cl)=[CH:6][CH:5]=1.[C:20]1([C:26]2[N:30]=[C:29]([N:31]3[CH2:36][CH2:35][NH:34][CH2:33][CH2:32]3)[S:28][N:27]=2)[CH:25]=[CH:24][CH:23]=[CH:22][CH:21]=1.C(N(C(C)C)CC)(C)C.CS(C)=O, predict the reaction product. The product is: [O:1]=[C:2]([CH3:19])[CH2:3][C:4]1[CH:5]=[CH:6][C:7]([NH:10][C:11]([N:34]2[CH2:35][CH2:36][N:31]([C:29]3[S:28][N:27]=[C:26]([C:20]4[CH:25]=[CH:24][CH:23]=[CH:22][CH:21]=4)[N:30]=3)[CH2:32][CH2:33]2)=[O:18])=[CH:8][CH:9]=1. (10) The product is: [Cl:59][CH2:58][C@H:20]1[C:19]2[C:18]3[CH:60]=[CH:61][CH:62]=[CH:63][C:17]=3[C:16]([O:15][CH2:14][C:13]3[CH:12]=[CH:11][C:10]([NH:9][C:7](=[O:8])[C@@H:6]([NH:5][C:3](=[O:4])[C@@H:2]([NH:1][C:88](=[O:89])[CH2:87][CH2:86][CH2:85][CH2:84][CH2:83][N:78]4[C:79](=[O:82])[CH:80]=[CH:81][C:77]4=[O:76])[CH:73]([CH3:75])[CH3:74])[CH2:66][CH2:67][CH2:68][NH:69][C:70]([NH2:72])=[O:71])=[CH:65][CH:64]=3)=[CH:24][C:23]=2[N:22]([C:25](=[O:57])[CH2:26][CH2:27][CH2:28][CH2:29][CH2:30][O:31][C:32]2[C:33]([O:55][CH3:56])=[CH:34][C:35]3[C:41](=[O:42])[N:40]4[CH2:43][CH2:44][CH2:45][C@H:39]4[C@H:38]([OH:46])[N:37]([C:47]([O:49][C:50]([CH3:53])([CH3:52])[CH3:51])=[O:48])[C:36]=3[CH:54]=2)[CH2:21]1. Given the reactants [NH2:1][C@@H:2]([CH:73]([CH3:75])[CH3:74])[C:3]([NH:5][C@@H:6]([CH2:66][CH2:67][CH2:68][NH:69][C:70]([NH2:72])=[O:71])[C:7]([NH:9][C:10]1[CH:65]=[CH:64][C:13]([CH2:14][O:15][C:16]2[C:17]3[CH:63]=[CH:62][CH:61]=[CH:60][C:18]=3[C:19]3[C@H:20]([CH2:58][Cl:59])[CH2:21][N:22]([C:25](=[O:57])[CH2:26][CH2:27][CH2:28][CH2:29][CH2:30][O:31][C:32]4[C:33]([O:55][CH3:56])=[CH:34][C:35]5[C:41](=[O:42])[N:40]6[CH2:43][CH2:44][CH2:45][CH:39]6[C@H:38]([OH:46])[N:37]([C:47]([O:49][C:50]([CH3:53])([CH3:52])[CH3:51])=[O:48])[C:36]=5[CH:54]=4)[C:23]=3[CH:24]=2)=[CH:12][CH:11]=1)=[O:8])=[O:4].[O:76]=[C:77]1[CH:81]=[CH:80][C:79](=[O:82])[N:78]1[CH2:83][CH2:84][CH2:85][CH2:86][CH2:87][C:88](ON1C(=O)CCC1=O)=[O:89], predict the reaction product.